From a dataset of Full USPTO retrosynthesis dataset with 1.9M reactions from patents (1976-2016). Predict the reactants needed to synthesize the given product. (1) The reactants are: N1C=CC=CC=1.[Cl:7][C:8]1[CH:13]=[CH:12][C:11]([S:14]([NH:17][CH:18]([CH2:24][C:25]([CH3:27])=[CH2:26])[C:19]([O:21][CH2:22][CH3:23])=[O:20])(=[O:16])=[O:15])=[CH:10][CH:9]=1.[FH:28]. Given the product [Cl:7][C:8]1[CH:9]=[CH:10][C:11]([S:14]([NH:17][CH:18]([CH2:24][C:25]([F:28])([CH3:27])[CH3:26])[C:19]([O:21][CH2:22][CH3:23])=[O:20])(=[O:16])=[O:15])=[CH:12][CH:13]=1.[Cl:7][C:8]1[CH:13]=[CH:12][C:11]([S:14]([NH:17][CH:18]2[CH2:24][C:25]([CH3:27])([CH3:26])[O:20][C:19]2=[O:21])(=[O:16])=[O:15])=[CH:10][CH:9]=1, predict the reactants needed to synthesize it. (2) Given the product [CH3:30][O:31][CH:32]([O:35][CH3:36])[CH2:33][NH:12][C@H:13]([C:22]1[CH:23]=[N:24][C:25]([O:28][CH3:29])=[CH:26][CH:27]=1)[CH2:14][C:15]([O:17][C:18]([CH3:21])([CH3:20])[CH3:19])=[O:16], predict the reactants needed to synthesize it. The reactants are: CC1C=CC(S(O)(=O)=O)=CC=1.[NH2:12][C@H:13]([C:22]1[CH:23]=[N:24][C:25]([O:28][CH3:29])=[CH:26][CH:27]=1)[CH2:14][C:15]([O:17][C:18]([CH3:21])([CH3:20])[CH3:19])=[O:16].[CH3:30][O:31][CH:32]([O:35][CH3:36])[CH:33]=O.C(O[BH-](OC(=O)C)OC(=O)C)(=O)C.[Na+]. (3) The reactants are: Br[CH:2]1[CH2:6][CH2:5][N:4]([CH:7]2[CH2:12][CH2:11][N:10]([C:13]([O:15][C:16]([CH3:19])([CH3:18])[CH3:17])=[O:14])[CH2:9][CH2:8]2)[C:3]1=[O:20].[CH3:21][N:22]1[N:26]=[N:25][C:24]([C:27]2[CH:32]=[CH:31][C:30]([OH:33])=[CH:29][CH:28]=2)=[N:23]1.C([O-])([O-])=O.[K+].[K+]. Given the product [CH3:21][N:22]1[N:26]=[N:25][C:24]([C:27]2[CH:32]=[CH:31][C:30]([O:33][CH:2]3[CH2:6][CH2:5][N:4]([CH:7]4[CH2:12][CH2:11][N:10]([C:13]([O:15][C:16]([CH3:19])([CH3:18])[CH3:17])=[O:14])[CH2:9][CH2:8]4)[C:3]3=[O:20])=[CH:29][CH:28]=2)=[N:23]1, predict the reactants needed to synthesize it. (4) The reactants are: [F:1][C:2]1[CH:7]=[CH:6][CH:5]=[CH:4][C:3]=1[S:8]([N:11]1[C:19]2[C:14](=[C:15]([OH:20])[CH:16]=[CH:17][CH:18]=2)[CH:13]=[CH:12]1)(=[O:10])=[O:9].[C:21](#[N:23])[CH3:22].C(=O)([O-])[O-].[K+].[K+].ICC#N. Given the product [F:1][C:2]1[CH:7]=[CH:6][CH:5]=[CH:4][C:3]=1[S:8]([N:11]1[C:19]2[C:14](=[C:15]([O:20][CH2:22][C:21]#[N:23])[CH:16]=[CH:17][CH:18]=2)[CH:13]=[CH:12]1)(=[O:9])=[O:10], predict the reactants needed to synthesize it. (5) Given the product [F:1][C:2]1[N:3]2[CH2:15][CH2:16][NH:17][CH2:18][C:4]2=[C:5]([C:13]#[N:14])[C:6]=1[C:7]1[CH:8]=[CH:9][CH:10]=[CH:11][CH:12]=1, predict the reactants needed to synthesize it. The reactants are: [F:1][C:2]1[N:3]([CH2:15][CH2:16][NH:17][C:18](=O)OC(C)(C)C)[CH:4]=[C:5]([C:13]#[N:14])[C:6]=1[C:7]1[CH:12]=[CH:11][CH:10]=[CH:9][CH:8]=1.Cl.C=O.N. (6) The reactants are: C([O:3][C:4](=[O:36])[CH2:5][C:6]1[CH:7]=[N:8][CH:9]=[C:10]([C:12]2[CH:17]=[CH:16][C:15]([C:18]([F:21])([F:20])[F:19])=[CH:14][C:13]=2[CH2:22][N:23]([C:26](=[O:35])[CH2:27][C:28]2[CH:29]=[N:30][C:31]([Cl:34])=[CH:32][CH:33]=2)[CH2:24][CH3:25])[CH:11]=1)C.[Li+].[OH-].Cl. Given the product [Cl:34][C:31]1[N:30]=[CH:29][C:28]([CH2:27][C:26]([N:23]([CH2:22][C:13]2[CH:14]=[C:15]([C:18]([F:21])([F:20])[F:19])[CH:16]=[CH:17][C:12]=2[C:10]2[CH:11]=[C:6]([CH2:5][C:4]([OH:36])=[O:3])[CH:7]=[N:8][CH:9]=2)[CH2:24][CH3:25])=[O:35])=[CH:33][CH:32]=1, predict the reactants needed to synthesize it. (7) Given the product [F:23][C:17]1[C:18]([F:22])=[CH:19][CH:20]=[CH:21][C:16]=1[CH:15]1[C:14]([CH3:24])=[C:13]([OH:25])[C:12](=[O:26])[N:11]1[C:9]1[CH:8]=[CH:7][C:6]2[N:2]([C:39]([O:38][C:35]([CH3:37])([CH3:36])[CH3:34])=[O:40])[CH:3]=[N:4][C:5]=2[CH:10]=1, predict the reactants needed to synthesize it. The reactants are: Cl.[NH:2]1[C:6]2[CH:7]=[CH:8][C:9]([N:11]3[CH:15]([C:16]4[CH:21]=[CH:20][CH:19]=[C:18]([F:22])[C:17]=4[F:23])[C:14]([CH3:24])=[C:13]([OH:25])[C:12]3=[O:26])=[CH:10][C:5]=2[N:4]=[CH:3]1.C(N(CC)CC)C.[CH3:34][C:35]([O:38][C:39](O[C:39]([O:38][C:35]([CH3:37])([CH3:36])[CH3:34])=[O:40])=[O:40])([CH3:37])[CH3:36]. (8) Given the product [N+:21]([C:18]1[CH:19]=[CH:20][C:12]2[N:11]=[C:9]([C:8]3[CH:24]=[CH:25][C:5]([C:1]([CH3:2])([CH3:4])[CH3:3])=[CH:6][CH:7]=3)[O:16][C:14](=[O:15])[C:13]=2[CH:17]=1)([O-:23])=[O:22], predict the reactants needed to synthesize it. The reactants are: [C:1]([C:5]1[CH:25]=[CH:24][C:8]([C:9]([NH:11][C:12]2[CH:20]=[CH:19][C:18]([N+:21]([O-:23])=[O:22])=[CH:17][C:13]=2[C:14]([OH:16])=[O:15])=O)=[CH:7][CH:6]=1)([CH3:4])([CH3:3])[CH3:2].C(Cl)(=O)C(Cl)=O. (9) Given the product [F:1][C:2]1[CH:3]=[CH:4][C:5]([N:8]2[C:11](=[O:12])[C@H:10]([S:13][CH2:14][C:15]([C:23]3[CH:28]=[CH:27][C:26]([O:29][CH3:30])=[CH:25][CH:24]=3)=[O:16])[C@H:9]2[C:31]2[CH:45]=[CH:44][C:34]([O:35][CH2:36][C:37]([OH:39])=[O:38])=[CH:33][CH:32]=2)=[CH:6][CH:7]=1, predict the reactants needed to synthesize it. The reactants are: [F:1][C:2]1[CH:7]=[CH:6][C:5]([N:8]2[C:11](=[O:12])[C@H:10]([S:13][CH2:14][C:15]3([C:23]4[CH:28]=[CH:27][C:26]([O:29][CH3:30])=[CH:25][CH:24]=4)OCC(C)(C)C[O:16]3)[C@H:9]2[C:31]2[CH:45]=[CH:44][C:34]([O:35][CH2:36][C:37]([O:39]C(C)(C)C)=[O:38])=[CH:33][CH:32]=2)=[CH:4][CH:3]=1. (10) Given the product [NH2:43][C:40]1[N:41]=[CH:42][C:37]([C:2]2[N:3]=[C:4]([N:23]3[CH2:28][CH2:27][O:26][CH2:25][CH2:24]3)[C:5]3[S:10][C:9]([CH2:11][N:12]4[CH2:17][CH2:16][N:15]([C:18](=[O:22])[C@@H:19]([OH:21])[CH3:20])[CH2:14][CH2:13]4)=[CH:8][C:6]=3[N:7]=2)=[CH:38][N:39]=1, predict the reactants needed to synthesize it. The reactants are: Cl[C:2]1[N:3]=[C:4]([N:23]2[CH2:28][CH2:27][O:26][CH2:25][CH2:24]2)[C:5]2[S:10][C:9]([CH2:11][N:12]3[CH2:17][CH2:16][N:15]([C:18](=[O:22])[C@@H:19]([OH:21])[CH3:20])[CH2:14][CH2:13]3)=[CH:8][C:6]=2[N:7]=1.CC1(C)C(C)(C)OB([C:37]2[CH:38]=[N:39][C:40]([NH2:43])=[N:41][CH:42]=2)O1.